This data is from Full USPTO retrosynthesis dataset with 1.9M reactions from patents (1976-2016). The task is: Predict the reactants needed to synthesize the given product. (1) Given the product [OH:16][CH2:14][C:2]1([CH3:1])[CH2:3][CH:4]2[CH:9]([CH3:10])[CH:8]=[C:7]([CH3:11])[C:6]([CH3:12])=[C:5]2[O:13]1, predict the reactants needed to synthesize it. The reactants are: [CH3:1][C:2](=[CH2:14])[CH2:3][C:4]1[C:9]([CH3:10])=[CH:8][C:7]([CH3:11])=[C:6]([CH3:12])[C:5]=1[OH:13].C(=O)([O-])[OH:16].[Na+]. (2) Given the product [Cl:19][C:16]1[CH:17]=[CH:18][C:13]([C:8]([C:5]2[CH:6]=[CH:7][C:2]([C:28]3[CH:29]=[N:30][NH:31][CH:32]=3)=[CH:3][CH:4]=2)([CH3:12])[CH2:9][NH:10][CH3:11])=[CH:14][CH:15]=1, predict the reactants needed to synthesize it. The reactants are: Cl[C:2]1[CH:7]=[CH:6][C:5]([C:8]([C:13]2[CH:18]=[CH:17][C:16]([Cl:19])=[CH:15][CH:14]=2)([CH3:12])[CH2:9][NH:10][CH3:11])=[CH:4][CH:3]=1.CC1(C)C(C)(C)OB([C:28]2[CH:29]=[N:30][NH:31][CH:32]=2)O1. (3) The reactants are: COC[O:4][C:5]1[CH:6]=[CH:7][C:8]2[N:12]=[CH:11][N:10]([C:13]3[S:17][C:16]([C:18]([O:20][CH3:21])=[O:19])=[C:15]([O:22][C@@H:23]([C:25]4[CH:30]=[CH:29][CH:28]=[CH:27][C:26]=4[C:31]([F:34])([F:33])[F:32])[CH3:24])[CH:14]=3)[C:9]=2[CH:35]=1.Cl.C([O-])(O)=O.[Na+]. Given the product [OH:4][C:5]1[CH:6]=[CH:7][C:8]2[N:12]=[CH:11][N:10]([C:13]3[S:17][C:16]([C:18]([O:20][CH3:21])=[O:19])=[C:15]([O:22][C@@H:23]([C:25]4[CH:30]=[CH:29][CH:28]=[CH:27][C:26]=4[C:31]([F:32])([F:34])[F:33])[CH3:24])[CH:14]=3)[C:9]=2[CH:35]=1, predict the reactants needed to synthesize it. (4) Given the product [N:14]1([C:12]2[N:13]=[C:8]([C:5]3[CH:6]=[CH:7][C:2]([NH:1][C:36](=[O:42])[NH:51][C:52]4[CH:57]=[CH:56][N:55]=[CH:54][CH:53]=4)=[CH:3][CH:4]=3)[N:9]=[C:10]([NH:20][CH:21]3[CH2:24][N:23]([C:25]([O:27][C:28]([CH3:31])([CH3:30])[CH3:29])=[O:26])[CH2:22]3)[N:11]=2)[CH2:19][CH2:18][O:17][CH2:16][CH2:15]1, predict the reactants needed to synthesize it. The reactants are: [NH2:1][C:2]1[CH:7]=[CH:6][C:5]([C:8]2[N:13]=[C:12]([N:14]3[CH2:19][CH2:18][O:17][CH2:16][CH2:15]3)[N:11]=[C:10]([NH:20][CH:21]3[CH2:24][N:23]([C:25]([O:27][C:28]([CH3:31])([CH3:30])[CH3:29])=[O:26])[CH2:22]3)[N:9]=2)=[CH:4][CH:3]=1.ClC(Cl)(O[C:36](=[O:42])OC(Cl)(Cl)Cl)Cl.C(N(CC)CC)C.[NH2:51][C:52]1[CH:57]=[CH:56][N:55]=[CH:54][CH:53]=1. (5) Given the product [Cl:25][C:14]1[C:13]2[C:18](=[CH:19][C:10]([OH:9])=[C:11]([O:21][CH3:22])[CH:12]=2)[N:17]=[CH:16][N:15]=1, predict the reactants needed to synthesize it. The reactants are: CN(C)C=O.C([O:9][C:10]1[CH:19]=[C:18]2[C:13]([C:14](=O)[NH:15][CH:16]=[N:17]2)=[CH:12][C:11]=1[O:21][CH3:22])(=O)C.S(Cl)([Cl:25])=O. (6) Given the product [CH:1]([N:14]1[CH2:19][CH2:18][N:17]([CH2:20][C:21]([NH:26][NH2:27])=[O:23])[CH2:16][CH2:15]1)([C:2]1[CH:3]=[CH:4][CH:5]=[CH:6][CH:7]=1)[C:8]1[CH:9]=[CH:10][CH:11]=[CH:12][CH:13]=1, predict the reactants needed to synthesize it. The reactants are: [CH:1]([N:14]1[CH2:19][CH2:18][N:17]([CH2:20][C:21]([O:23]CC)=O)[CH2:16][CH2:15]1)([C:8]1[CH:13]=[CH:12][CH:11]=[CH:10][CH:9]=1)[C:2]1[CH:7]=[CH:6][CH:5]=[CH:4][CH:3]=1.[NH2:26][NH2:27]. (7) Given the product [NH2:12][CH:10]([C:6]1[CH:7]=[C:8]([CH3:9])[C:3]([C:1]#[N:2])=[C:4]([C:23]2[CH:24]=[N:25][CH:26]=[C:27]([S:29]([CH3:32])(=[O:31])=[O:30])[CH:28]=2)[C:5]=1[O:20][CH2:21][CH3:22])[CH3:11], predict the reactants needed to synthesize it. The reactants are: [C:1]([C:3]1[C:8]([CH3:9])=[CH:7][C:6]([CH:10]([NH:12]C(=O)OC(C)(C)C)[CH3:11])=[C:5]([O:20][CH2:21][CH3:22])[C:4]=1[C:23]1[CH:24]=[N:25][CH:26]=[C:27]([S:29]([CH3:32])(=[O:31])=[O:30])[CH:28]=1)#[N:2]. (8) Given the product [NH:1]([C:9]([O:11][C:12]([CH3:15])([CH3:14])[CH3:13])=[O:10])[C@H:2]([C:6]([OH:8])=[O:7])[CH2:3][CH2:4][O:5][CH2:20][CH:19]=[CH2:18], predict the reactants needed to synthesize it. The reactants are: [NH:1]([C:9]([O:11][C:12]([CH3:15])([CH3:14])[CH3:13])=[O:10])[C@H:2]([C:6]([OH:8])=[O:7])[CH2:3][CH2:4][OH:5].[H-].[Na+].[CH2:18](Br)[CH:19]=[CH2:20].